This data is from Forward reaction prediction with 1.9M reactions from USPTO patents (1976-2016). The task is: Predict the product of the given reaction. (1) Given the reactants [Na+].[C:2]1([CH2:8][C:9]([O:11][CH2:12][C:13]([F:19])([F:18])[S:14]([O-:17])(=[O:16])=[O:15])=[O:10])[CH:7]=[CH:6][CH:5]=[CH:4][CH:3]=1.[Na].FC(F)(F)S([O-])(=O)=O.[C:29]1([CH:35]([SH+:42][C:43]2[CH:48]=[CH:47][CH:46]=[CH:45][CH:44]=2)[C:36]2[CH:41]=[CH:40][CH:39]=[CH:38][CH:37]=2)[CH:34]=[CH:33][CH:32]=[CH:31][CH:30]=1, predict the reaction product. The product is: [C:36]1([CH:35]([SH+:42][C:43]2[CH:48]=[CH:47][CH:46]=[CH:45][CH:44]=2)[C:29]2[CH:34]=[CH:33][CH:32]=[CH:31][CH:30]=2)[CH:37]=[CH:38][CH:39]=[CH:40][CH:41]=1.[F:19][C:13]([F:18])([S:14]([OH:17])(=[O:16])=[O:15])[CH2:12][O:11][C:9](=[O:10])[CH2:8][C:2]1[CH:7]=[CH:6][CH:5]=[CH:4][CH:3]=1. (2) Given the reactants CN(C)CCNC.BrC1OC(C=O)=CC=1.[CH3:16][N:17]1[CH2:22][CH2:21][N:20]([C:23]2[O:27][C:26]([CH:28]=O)=[CH:25][CH:24]=2)[CH2:19][CH2:18]1.[CH3:30][O:31][C:32]1[CH:33]=[C:34]([CH:38]=[CH:39][C:40]=1[O:41][CH3:42])[CH2:35][C:36]#[N:37], predict the reaction product. The product is: [CH3:30][O:31][C:32]1[CH:33]=[C:34](/[C:35](=[CH:28]/[C:26]2[O:27][C:23]([N:20]([CH2:21][CH2:22][N:17]([CH3:16])[CH3:18])[CH3:19])=[CH:24][CH:25]=2)/[C:36]#[N:37])[CH:38]=[CH:39][C:40]=1[O:41][CH3:42].